This data is from NCI-60 drug combinations with 297,098 pairs across 59 cell lines. The task is: Regression. Given two drug SMILES strings and cell line genomic features, predict the synergy score measuring deviation from expected non-interaction effect. (1) Drug 1: CC1=C2C(C(=O)C3(C(CC4C(C3C(C(C2(C)C)(CC1OC(=O)C(C(C5=CC=CC=C5)NC(=O)OC(C)(C)C)O)O)OC(=O)C6=CC=CC=C6)(CO4)OC(=O)C)OC)C)OC. Cell line: SK-OV-3. Drug 2: CC(C)(C#N)C1=CC(=CC(=C1)CN2C=NC=N2)C(C)(C)C#N. Synergy scores: CSS=32.9, Synergy_ZIP=0.917, Synergy_Bliss=-0.116, Synergy_Loewe=-20.3, Synergy_HSA=0.583. (2) Drug 2: C1=NC2=C(N=C(N=C2N1C3C(C(C(O3)CO)O)F)Cl)N. Synergy scores: CSS=0.203, Synergy_ZIP=0.689, Synergy_Bliss=3.41, Synergy_Loewe=1.53, Synergy_HSA=2.04. Drug 1: CCC1(CC2CC(C3=C(CCN(C2)C1)C4=CC=CC=C4N3)(C5=C(C=C6C(=C5)C78CCN9C7C(C=CC9)(C(C(C8N6C=O)(C(=O)OC)O)OC(=O)C)CC)OC)C(=O)OC)O.OS(=O)(=O)O. Cell line: OVCAR-4.